From a dataset of Retrosynthesis with 50K atom-mapped reactions and 10 reaction types from USPTO. Predict the reactants needed to synthesize the given product. (1) Given the product CCOc1cc2nc(-c3cccc(C(F)(F)F)c3)c(CN3CCC(N4CCOCC4)CC3)c(C(=O)OC)c2cc1S(=O)(=O)CC, predict the reactants needed to synthesize it. The reactants are: C1CC(N2CCOCC2)CCN1.CCOc1cc2nc(-c3cccc(C(F)(F)F)c3)c(CBr)c(C(=O)OC)c2cc1S(=O)(=O)CC. (2) Given the product NC(=O)Cc1c(Br)n(Cc2ccccc2)c2ccc(O)cc12, predict the reactants needed to synthesize it. The reactants are: COc1ccc2c(c1)c(CC(N)=O)c(Br)n2Cc1ccccc1.